Predict the product of the given reaction. From a dataset of Forward reaction prediction with 1.9M reactions from USPTO patents (1976-2016). (1) Given the reactants [F:1][C:2]1[CH:31]=[C:30]([N+:32]([O-])=O)[CH:29]=[CH:28][C:3]=1[O:4][C:5]1[CH:10]=[CH:9][N:8]=[C:7]2[CH:11]=[C:12]([C:14]3[CH:15]=[N:16][N:17]([CH2:19][CH2:20][N:21]4[CH2:26][CH2:25][N:24]([CH3:27])[CH2:23][CH2:22]4)[CH:18]=3)[S:13][C:6]=12.[Cl-].[NH4+], predict the reaction product. The product is: [F:1][C:2]1[CH:31]=[C:30]([CH:29]=[CH:28][C:3]=1[O:4][C:5]1[CH:10]=[CH:9][N:8]=[C:7]2[CH:11]=[C:12]([C:14]3[CH:15]=[N:16][N:17]([CH2:19][CH2:20][N:21]4[CH2:22][CH2:23][N:24]([CH3:27])[CH2:25][CH2:26]4)[CH:18]=3)[S:13][C:6]=12)[NH2:32]. (2) Given the reactants COC[N:4]1[C:8]2[CH:9]=[CH:10][C:11]([CH:13]([C:15]3[CH:19]=[CH:18][N:17]([C:20]4[CH:25]=[CH:24][C:23]([CH:26]5[CH2:30][CH2:29][CH:28]([CH2:31][O:32]C6CCCCO6)[O:27]5)=[CH:22][N:21]=4)[N:16]=3)[CH3:14])=[CH:12][C:7]=2[S:6][C:5]1=[O:39], predict the reaction product. The product is: [OH:32][CH2:31][CH:28]1[O:27][CH:26]([C:23]2[CH:24]=[CH:25][C:20]([N:17]3[CH:18]=[CH:19][C:15]([CH:13]([C:11]4[CH:10]=[CH:9][C:8]5[NH:4][C:5](=[O:39])[S:6][C:7]=5[CH:12]=4)[CH3:14])=[N:16]3)=[N:21][CH:22]=2)[CH2:30][CH2:29]1. (3) Given the reactants I[C:2]1[CH:7]=[C:6]([C:8]([F:11])([F:10])[F:9])[CH:5]=[C:4]([O:12][CH3:13])[CH:3]=1.[C:14]([Cu])#[N:15].N, predict the reaction product. The product is: [CH3:13][O:12][C:4]1[CH:3]=[C:2]([CH:7]=[C:6]([C:8]([F:11])([F:10])[F:9])[CH:5]=1)[C:14]#[N:15]. (4) Given the reactants [CH2:1]([O:8][C@H:9]([C@@H:15]1[C:19](=[O:20])[O:18][C:17]([CH3:22])([CH3:21])[O:16]1)[C:10](=[O:14])SCC)[C:2]1[CH:7]=[CH:6][CH:5]=[CH:4][CH:3]=1.C([SiH](CC)CC)C, predict the reaction product. The product is: [CH2:1]([O:8][C@H:9]([C@@H:15]1[C:19](=[O:20])[O:18][C:17]([CH3:22])([CH3:21])[O:16]1)[CH:10]=[O:14])[C:2]1[CH:7]=[CH:6][CH:5]=[CH:4][CH:3]=1. (5) Given the reactants [CH:1]1([NH2:4])[CH2:3][CH2:2]1.C[Al](C)C.C1(C)C=CC=CC=1.[I:16][C:17]1[CH:26]=[C:25]([C:27]([F:30])([F:29])[F:28])[C:20]([C:21](OC)=[O:22])=[CH:19][N:18]=1, predict the reaction product. The product is: [CH:1]1([NH:4][C:21](=[O:22])[C:20]2[C:25]([C:27]([F:29])([F:28])[F:30])=[CH:26][C:17]([I:16])=[N:18][CH:19]=2)[CH2:3][CH2:2]1. (6) Given the reactants [O:1]1[CH2:5][CH2:4][O:3][CH:2]1[C:6]1[CH:11]=[CH:10][C:9]([NH2:12])=[CH:8][CH:7]=1.C(N(CC)C(C)C)(C)C.Cl[C:23]([C:25]1[CH:26]=[C:27]([CH2:31][NH:32][C:33]([CH2:35][CH2:36][N:37]2[CH2:42][CH2:41][CH:40]([O:43][C:44](=[O:58])[NH:45][C:46]3[CH:51]=[CH:50][CH:49]=[CH:48][C:47]=3[C:52]3[CH:57]=[CH:56][CH:55]=[CH:54][CH:53]=3)[CH2:39][CH2:38]2)=[O:34])[CH:28]=[CH:29][CH:30]=1)=[O:24].C(=O)(O)[O-].[Na+], predict the reaction product. The product is: [O:1]1[CH2:5][CH2:4][O:3][CH:2]1[C:6]1[CH:11]=[CH:10][C:9]([NH:12][C:23]([C:25]2[CH:26]=[C:27]([CH2:31][NH:32][C:33]([CH2:35][CH2:36][N:37]3[CH2:38][CH2:39][CH:40]([O:43][C:44](=[O:58])[NH:45][C:46]4[CH:51]=[CH:50][CH:49]=[CH:48][C:47]=4[C:52]4[CH:57]=[CH:56][CH:55]=[CH:54][CH:53]=4)[CH2:41][CH2:42]3)=[O:34])[CH:28]=[CH:29][CH:30]=2)=[O:24])=[CH:8][CH:7]=1. (7) Given the reactants [O:1]1[C:5]2[CH:6]=[CH:7][C:8]([C:10]([OH:12])=O)=[CH:9][C:4]=2[CH:3]=[N:2]1.C1N=CN(C(N2C=NC=C2)=O)C=1.[CH2:25]([O:27][C:28](=[O:33])[CH2:29]C(O)=O)[CH3:26].CCN(CC)CC.[Mg+2].[Cl-].[Cl-].[K], predict the reaction product. The product is: [O:1]1[C:5]2[CH:6]=[CH:7][C:8]([C:10](=[O:12])[CH2:29][C:28]([O:27][CH2:25][CH3:26])=[O:33])=[CH:9][C:4]=2[CH:3]=[N:2]1.